Dataset: Experimentally validated miRNA-target interactions with 360,000+ pairs, plus equal number of negative samples. Task: Binary Classification. Given a miRNA mature sequence and a target amino acid sequence, predict their likelihood of interaction. (1) The miRNA is hsa-miR-335-5p with sequence UCAAGAGCAAUAACGAAAAAUGU. The protein sequence of the target gene is METLPGLLQRPDPGALSAAQLEQLRKFKIQTRIANEKYLRTHKEVEWLISGFFREIFLKRPDNILEFAADYFTDPRLPNKIHMQLIKDKKAA. Result: 1 (interaction). (2) The miRNA is mmu-miR-3086-5p with sequence UAGAUUGUAGGCCCAUUGGA. The protein sequence of the target gene is MAHNKIPPRWLNCPRRGQPVAGRFLPLKTMLGPRYDSQVAEENRFHPSMLSNYLKSLKVKMGLLVDLTNTSRFYDRNDIEKEGIKYIKLQCKGHGECPTTENTETFIRLCERFNERNPPELIGVHCTHGFNRTGFLICAFLVEKMDWSIEAAVATFAQARPPGIYKGDYLKELFRRYGDIEEAPPPPLLPDWCFEDDEDEDEDEDGKKESEPGSSASFGKRRKERLKLGAIFLEGVTVKGVTQVTTQPKLGEVQQKCHQFCGWEGSGFPGAQPVSMDKQNIKLLDLKPYKVSWKADGTRY.... Result: 0 (no interaction).